Predict the reaction yield, written as a fraction of the theoretical maximum amount of product (1.0 means a 100% yield; for example, 0.34 means a 34% yield). From a dataset of Reaction yield outcomes from USPTO patents with 853,638 reactions. (1) The reactants are [OH:1][C:2]1[CH:3]=[C:4]([C:12]([O:14][CH3:15])=[O:13])[CH:5]=[C:6]([CH:11]=1)[C:7]([O:9][CH3:10])=[O:8].C([O-])([O-])=O.[Cs+].[Cs+].[CH2:22](Br)[CH:23]=[CH2:24].O. The catalyst is CN(C=O)C. The product is [CH2:24]([O:1][C:2]1[CH:11]=[C:6]([C:7]([O:9][CH3:10])=[O:8])[CH:5]=[C:4]([CH:3]=1)[C:12]([O:14][CH3:15])=[O:13])[CH:23]=[CH2:22]. The yield is 1.00. (2) The reactants are [CH2:1]([N:5]1[CH2:10][CH2:9][N:8]([C:11]2[CH:16]=[CH:15][C:14]([NH2:17])=[CH:13][CH:12]=2)[CH2:7][CH2:6]1)[CH:2]([CH3:4])[CH3:3].[C:18](N1C=CN=C1)(N1C=CN=C1)=[S:19]. The catalyst is CN(C)C=O. The product is [N:17]([C:14]1[CH:13]=[CH:12][C:11]([N:8]2[CH2:9][CH2:10][N:5]([CH2:1][CH:2]([CH3:4])[CH3:3])[CH2:6][CH2:7]2)=[CH:16][CH:15]=1)=[C:18]=[S:19]. The yield is 0.870. (3) The reactants are [F:1][C:2]1[CH:3]=[C:4]([C:10]2[C:14]([C:15]3[CH:20]=[CH:19][CH:18]=[CH:17][CH:16]=3)=[CH:13][S:12][C:11]=2[C:21]([O:23][CH3:24])=[O:22])[CH:5]=[CH:6][C:7]=1[S:8][CH3:9].O.O.O.O.O.O.C(O[O-])(=O)C1C(=CC=CC=1)C([O-])=[O:35].[Mg+2].C1C=C(C([O-])=O)C(C(O[O-])=O)=CC=1.[Mg+2]. The catalyst is ClCCl.CO. The product is [F:1][C:2]1[CH:3]=[C:4]([C:10]2[C:14]([C:15]3[CH:20]=[CH:19][CH:18]=[CH:17][CH:16]=3)=[CH:13][S:12][C:11]=2[C:21]([O:23][CH3:24])=[O:22])[CH:5]=[CH:6][C:7]=1[S:8]([CH3:9])=[O:35]. The yield is 0.810. (4) The reactants are [CH:1]([C:4]1[CH:9]=[CH:8][C:7]([C:10]2[C:11]3[C:22]([CH3:23])=[CH:21][C:20]4[CH2:19][CH2:18][CH2:17][CH2:16][C:15]=4[C:12]=3[O:13][CH:14]=2)=[CH:6][CH:5]=1)([CH3:3])[CH3:2]. The catalyst is CO. The product is [CH:1]([C:4]1[CH:5]=[CH:6][C:7]([CH:10]2[CH2:14][O:13][C:12]3[C:15]4[CH2:16][CH2:17][CH2:18][CH2:19][C:20]=4[CH:21]=[C:22]([CH3:23])[C:11]2=3)=[CH:8][CH:9]=1)([CH3:3])[CH3:2]. The yield is 0.800. (5) The reactants are [N:1]([C@@H:4]1[CH2:8][N:7]([C:9]([O:11][C:12]([CH3:15])([CH3:14])[CH3:13])=[O:10])[C@H:6]([CH2:16][CH3:17])[CH2:5]1)=[N+]=[N-].[CH:18]1([S:21](Cl)(=[O:23])=[O:22])[CH2:20][CH2:19]1. The catalyst is CCO.[OH-].[OH-].[Pd+2]. The product is [CH:18]1([S:21]([NH:1][C@@H:4]2[CH2:8][N:7]([C:9]([O:11][C:12]([CH3:15])([CH3:14])[CH3:13])=[O:10])[C@H:6]([CH2:16][CH3:17])[CH2:5]2)(=[O:23])=[O:22])[CH2:20][CH2:19]1. The yield is 0.480.